The task is: Predict the reactants needed to synthesize the given product.. This data is from Full USPTO retrosynthesis dataset with 1.9M reactions from patents (1976-2016). (1) Given the product [NH2:22][C:3]1[CH:4]=[C:5]([C@H:8]([CH2:14][NH:15][C:16](=[O:21])[C:17]([F:20])([F:18])[F:19])[CH2:9][C:10]([O:12][CH3:13])=[O:11])[CH:6]=[CH:7][C:2]=1[Cl:1], predict the reactants needed to synthesize it. The reactants are: [Cl:1][C:2]1[CH:7]=[CH:6][C:5]([C@H:8]([CH2:14][NH:15][C:16](=[O:21])[C:17]([F:20])([F:19])[F:18])[CH2:9][C:10]([O:12][CH3:13])=[O:11])=[CH:4][C:3]=1[N+:22]([O-])=O. (2) Given the product [CH2:1]([NH:8][C:9]([C:11]1[C:15]([CH:16]([CH3:18])[CH3:17])=[C:14]([CH2:19][OH:20])[N:13]([C:21]2[CH:26]=[CH:25][C:24]([F:27])=[CH:23][CH:22]=2)[N:12]=1)=[O:10])[C:2]1[CH:3]=[CH:4][CH:5]=[CH:6][CH:7]=1, predict the reactants needed to synthesize it. The reactants are: [CH2:1]([NH:8][C:9]([C:11]1[C:15]([CH:16]([CH3:18])[CH3:17])=[C:14]([CH:19]=[O:20])[N:13]([C:21]2[CH:26]=[CH:25][C:24]([F:27])=[CH:23][CH:22]=2)[N:12]=1)=[O:10])[C:2]1[CH:7]=[CH:6][CH:5]=[CH:4][CH:3]=1.CO.[BH4-].[Na+]. (3) Given the product [CH:1]([C:4]1[NH:8][N:7]=[C:6]([NH:9][C:10]2[C:11]3[CH2:26][CH2:25][CH2:24][C:12]=3[N:13]=[C:14]([N:16]3[CH2:20][CH2:19][CH2:18][C@H:17]3[C:21]([NH:34][C@H:31]3[CH2:32][CH2:33][N:29]([CH3:28])[CH2:30]3)=[O:22])[N:15]=2)[CH:5]=1)([CH3:3])[CH3:2], predict the reactants needed to synthesize it. The reactants are: [CH:1]([C:4]1[NH:8][N:7]=[C:6]([NH:9][C:10]2[C:11]3[CH2:26][CH2:25][CH2:24][C:12]=3[N:13]=[C:14]([N:16]3[CH2:20][CH2:19][CH2:18][C@H:17]3[C:21](O)=[O:22])[N:15]=2)[CH:5]=1)([CH3:3])[CH3:2].Cl.[CH3:28][N:29]1[CH2:33][CH2:32][C@H:31]([NH2:34])[CH2:30]1.CCN=C=NCCCN(C)C.Cl.C1C=CC2N(O)N=NC=2C=1.CCN(C(C)C)C(C)C. (4) Given the product [CH3:15][CH:14]1[CH2:13][C:12]2[CH:16]=[C:17]3[O:22][CH2:21][O:20][C:18]3=[CH:19][C:11]=2[C:10]([C:23]2[CH:28]=[CH:27][C:26]([N+:29]([O-:31])=[O:30])=[CH:25][CH:24]=2)=[N:9][N:8]1[C:6]1[S:7][N:2]([CH3:1])[C:3](=[O:4])[N:5]=1, predict the reactants needed to synthesize it. The reactants are: [CH3:1][NH:2][C:3]([NH:5][C:6]([N:8]1[CH:14]([CH3:15])[CH2:13][C:12]2[CH:16]=[C:17]3[O:22][CH2:21][O:20][C:18]3=[CH:19][C:11]=2[C:10]([C:23]2[CH:28]=[CH:27][C:26]([N+:29]([O-:31])=[O:30])=[CH:25][CH:24]=2)=[N:9]1)=[S:7])=[O:4].BrBr.CO. (5) The reactants are: C([O:3][C:4]([C:6]1[CH:7]=[C:8]2[C:13](=[CH:14][CH:15]=1)[NH:12][CH:11]([C:16]1[CH:21]=[CH:20][CH:19]=[C:18]([C:22]3[N:26]([CH:27]4[CH2:29][CH2:28]4)[N:25]=[N:24][N:23]=3)[CH:17]=1)[CH2:10][C:9]2([CH3:31])[CH3:30])=[O:5])C.[OH-].[Na+].Cl. Given the product [CH:27]1([N:26]2[C:22]([C:18]3[CH:17]=[C:16]([CH:11]4[CH2:10][C:9]([CH3:30])([CH3:31])[C:8]5[C:13](=[CH:14][CH:15]=[C:6]([C:4]([OH:5])=[O:3])[CH:7]=5)[NH:12]4)[CH:21]=[CH:20][CH:19]=3)=[N:23][N:24]=[N:25]2)[CH2:28][CH2:29]1, predict the reactants needed to synthesize it. (6) Given the product [C:13]([O:16][C:17]([NH:2][NH:1][C:3]1[CH:11]=[CH:10][C:6]([C:7]([OH:9])=[O:8])=[CH:5][N:4]=1)=[O:18])([CH3:15])([CH3:14])[CH3:12], predict the reactants needed to synthesize it. The reactants are: [NH:1]([C:3]1[CH:11]=[CH:10][C:6]([C:7]([OH:9])=[O:8])=[CH:5][N:4]=1)[NH2:2].[CH3:12][C:13]([O:16][C:17](O[C:17]([O:16][C:13]([CH3:15])([CH3:14])[CH3:12])=[O:18])=[O:18])([CH3:15])[CH3:14].O.Cl.